Predict the reactants needed to synthesize the given product. From a dataset of Full USPTO retrosynthesis dataset with 1.9M reactions from patents (1976-2016). (1) Given the product [C:11]([C:8]1[CH:7]=[CH:6][C:5]([NH:4][C:22](=[O:23])[O:24][CH3:25])=[CH:10][CH:9]=1)(=[O:14])[CH2:12][CH3:13], predict the reactants needed to synthesize it. The reactants are: ClCCl.[NH2:4][C:5]1[CH:10]=[CH:9][C:8]([C:11](=[O:14])[CH2:12][CH3:13])=[CH:7][CH:6]=1.N1C=CC=CC=1.Cl[C:22]([O:24][CH3:25])=[O:23]. (2) Given the product [CH3:15][O:14][C:8]1[CH:9]=[C:10]([O:12][CH3:13])[N:11]=[C:6]([C:4]([NH2:16])=[O:3])[N:7]=1, predict the reactants needed to synthesize it. The reactants are: C([O:3][C:4]([C:6]1[N:11]=[C:10]([O:12][CH3:13])[CH:9]=[C:8]([O:14][CH3:15])[N:7]=1)=O)C.[NH3:16].CO.